This data is from Catalyst prediction with 721,799 reactions and 888 catalyst types from USPTO. The task is: Predict which catalyst facilitates the given reaction. (1) The catalyst class is: 2. Reactant: [NH2:1][C@H:2]1[C@@H:7]([CH2:8]O)[CH2:6][CH2:5][N:4]([C:10]([O:12][C:13]([CH3:16])([CH3:15])[CH3:14])=[O:11])[CH2:3]1.C(N(CC)CC)C.[N+:24]([C:27]1[CH:32]=[CH:31][CH:30]=[CH:29][C:28]=1[S:33](Cl)(=[O:35])=[O:34])([O-:26])=[O:25]. Product: [N+:24]([C:27]1[CH:32]=[CH:31][CH:30]=[CH:29][C:28]=1[S:33]([N:1]1[C@H:2]2[C@H:7]([CH2:6][CH2:5][N:4]([C:10]([O:12][C:13]([CH3:16])([CH3:15])[CH3:14])=[O:11])[CH2:3]2)[CH2:8]1)(=[O:35])=[O:34])([O-:26])=[O:25]. (2) Reactant: [Si:1]([O:8][C:9]1[CH:10]=[C:11]([CH:14]=[CH:15][CH:16]=1)[CH2:12]O)([C:4]([CH3:7])([CH3:6])[CH3:5])([CH3:3])[CH3:2].C(N(CC)CC)C.CS([Cl:28])(=O)=O.O. Product: [Si:1]([O:8][C:9]1[CH:10]=[C:11]([CH:14]=[CH:15][CH:16]=1)[CH2:12][Cl:28])([C:4]([CH3:7])([CH3:6])[CH3:5])([CH3:3])[CH3:2]. The catalyst class is: 4.